This data is from Peptide-MHC class II binding affinity with 134,281 pairs from IEDB. The task is: Regression. Given a peptide amino acid sequence and an MHC pseudo amino acid sequence, predict their binding affinity value. This is MHC class II binding data. The binding affinity (normalized) is 0.236. The peptide sequence is NSCAKNYNCKILPNT. The MHC is DRB5_0101 with pseudo-sequence DRB5_0101.